Dataset: Experimentally validated miRNA-target interactions with 360,000+ pairs, plus equal number of negative samples. Task: Binary Classification. Given a miRNA mature sequence and a target amino acid sequence, predict their likelihood of interaction. (1) The miRNA is mmu-miR-804 with sequence UGUGAGUUGUUCCUCACCUGGA. The protein sequence of the target gene is MASLLGAYPWTEGLECPALEAELSDGLSPPAVPRPSGDKSSESRIRRPMNAFMVWAKDERKRLAVQNPDLHNAELSKMLGKSWKALTLSQKRPYVDEAERLRLQHMQDYPNYKYRPRRKKQGKRLCKRVDPGFLLSSLSRDQNTLPEKNGIGRGEKEDRGEYSPGATLPGLHSCYREGAAAAPGSVDTYPYGLPTPPEMSPLDALEPEQTFFSSSCQEEHGHPHHLPHLPGPPYSPEFTPSPLHCSHPLGSLALGQSPGVSMMSSVSGCPPSPAYYSHATYHPLHPNLQAHLGQLSPPPE.... Result: 1 (interaction). (2) The miRNA is hsa-miR-323b-5p with sequence AGGUUGUCCGUGGUGAGUUCGCA. The protein sequence of the target gene is MLVTAYLSFVGLLASCLGLELSRCRARPPGRACSNPSFLQFQLDFYQVYFLALAADWLQAPYLYKLYQHYHFLEGQIAILYVCGLASTVLFGLVASSLVDWLGRKKSCVLFSLTYSLCCITKLSQDYFVLLVGRALGGLSTALLFSAFEAWYIHEHVERHDFPAEWIPATFARAAFWNHVLAVAAGVAAEAVASWIGLGPVAPFVAAIPLLALTGALALRNWGENYDRQRAFSKTCAGGLRCLLSDRRVLLLGVIQALFESVIFIFVFLWTPVLDPHGAPLGIVFSSFMAASLLGSSLYR.... Result: 0 (no interaction). (3) Result: 0 (no interaction). The protein sequence of the target gene is MAAEPPALRLRPPGSTGDSPPVPRLLGGCVPLSHQVAGHMYGKDKVGILQHPDGTVLKQLQPPPRGPRELEFYTMVYAADCADAVLLELRKHLPKYYGVWSPPTAPNDVYLKLEDVTHKFNKPCIMDVKIGRKSYDPFASSEKIQQQVSKYPLMEEIGFLVLGMRVYHLHSDSYETQNQHYGRGLTKETLKEGVSKFFHNGFCLRKDAIAASIQKVEKILQWFENQKQLNFYASSLLFVYEGSSQPATTKANDRTLAGRFLSKGPLTDADGLECNNNFHLFGAPPNGMSVGKSLSKAYSR.... The miRNA is rno-miR-155-5p with sequence UUAAUGCUAAUUGUGAUAGGGGU.